This data is from Catalyst prediction with 721,799 reactions and 888 catalyst types from USPTO. The task is: Predict which catalyst facilitates the given reaction. (1) The catalyst class is: 11. Product: [Br:1][C:2]1[N:3]=[C:4]([C:7]2[N:14]([CH:11]3[CH2:13][CH2:12]3)[CH:15]=[N:10][N:9]=2)[S:5][CH:6]=1. Reactant: [Br:1][C:2]1[N:3]=[C:4]([C:7]([NH:9][NH2:10])=O)[S:5][CH:6]=1.[CH:11]1([NH2:14])[CH2:13][CH2:12]1.[C:15](O)(=O)C. (2) The catalyst class is: 163. Product: [F:23][C:21]1[C:20]([F:24])=[C:19]([C:3]#[C:4][C:5]2[CH:10]=[CH:9][CH:8]=[C:7]([N+:11]([O-:13])=[O:12])[CH:6]=2)[C:18]([F:26])=[C:17]([F:16])[N:22]=1. Reactant: C[Si](C)(C)[C:3]#[C:4][C:5]1[CH:10]=[CH:9][CH:8]=[C:7]([N+:11]([O-:13])=[O:12])[CH:6]=1.[F:16][C:17]1[N:22]=[C:21]([F:23])[C:20]([F:24])=[C:19](F)[C:18]=1[F:26].[F-].[Cs+].ClCCl. (3) Reactant: [OH:1][C:2]1[NH:6][N:5]=[C:4]([C:7]([O:9][CH2:10][CH3:11])=[O:8])[CH:3]=1.C(=O)([O-])[O-].[K+].[K+].[CH2:18](I)[CH3:19].O. Product: [CH2:18]([O:1][C:2]1[NH:6][N:5]=[C:4]([C:7]([O:9][CH2:10][CH3:11])=[O:8])[CH:3]=1)[CH3:19]. The catalyst class is: 3. (4) Reactant: [CH3:1][CH:2]1[CH2:4][NH:3]1.C(N(CC)CC)C.[CH2:12]([O:14][P:15](Cl)([O:17][CH2:18][CH3:19])=[O:16])[CH3:13].ClCCl.CO.[NH4+].[OH-].C(Cl)(Cl)Cl.CO.[NH4+].[OH-].[O-][Mn](=O)(=O)=O.[K+]. Product: [CH3:1][CH:2]1[CH2:4][N:3]1[P:15](=[O:16])([O:17][CH2:18][CH3:19])[O:14][CH2:12][CH3:13]. The catalyst class is: 229.